This data is from Forward reaction prediction with 1.9M reactions from USPTO patents (1976-2016). The task is: Predict the product of the given reaction. (1) Given the reactants [NH2:1][C@H:2]1[C:11]2[C:6](=[CH:7][CH:8]=[C:9]([F:12])[CH:10]=2)[N:5]([C:13](=[O:15])[CH3:14])[C@@H:4]([CH2:16][CH3:17])[C@@H:3]1[CH3:18].Br[C:20]1[CH:25]=[CH:24][C:23]([F:26])=[CH:22][N:21]=1.CC(C)([O-])C.[Na+].CN(C1C(C2C(P(C3CCCCC3)C3CCCCC3)=CC=CC=2)=CC=CC=1)C, predict the reaction product. The product is: [CH2:16]([C@H:4]1[C@H:3]([CH3:18])[C@@H:2]([NH:1][C:20]2[CH:25]=[CH:24][C:23]([F:26])=[CH:22][N:21]=2)[C:11]2[C:6](=[CH:7][CH:8]=[C:9]([F:12])[CH:10]=2)[N:5]1[C:13](=[O:15])[CH3:14])[CH3:17]. (2) The product is: [CH:1]1([NH:7][C:8](=[O:9])[O:38][C@H:35]2[CH2:34][CH2:33][C@H:32]([C:19]3[CH:20]=[CH:21][C:22]([O:24][Si:25]([C:28]([CH3:29])([CH3:30])[CH3:31])([CH3:27])[CH3:26])=[CH:23][C:18]=3[O:17][Si:10]([C:13]([CH3:14])([CH3:15])[CH3:16])([CH3:12])[CH3:11])[CH2:37][CH2:36]2)[CH2:6][CH2:5][CH2:4][CH2:3][CH2:2]1. Given the reactants [CH:1]1([N:7]=[C:8]=[O:9])[CH2:6][CH2:5][CH2:4][CH2:3][CH2:2]1.[Si:10]([O:17][C:18]1[CH:23]=[C:22]([O:24][Si:25]([C:28]([CH3:31])([CH3:30])[CH3:29])([CH3:27])[CH3:26])[CH:21]=[CH:20][C:19]=1[CH:32]1[CH2:37][CH2:36][CH:35]([OH:38])[CH2:34][CH2:33]1)([C:13]([CH3:16])([CH3:15])[CH3:14])([CH3:12])[CH3:11], predict the reaction product. (3) Given the reactants [CH2:1]([N:4]([CH2:19][CH2:20][CH3:21])[C:5]([C:7]1[CH:8]=[C:9]([CH:14]=[C:15]([C:17]#[CH:18])[CH:16]=1)[C:10]([O:12]C)=[O:11])=[O:6])[CH2:2][CH3:3].[OH-].[K+], predict the reaction product. The product is: [CH2:19]([N:4]([CH2:1][CH2:2][CH3:3])[C:5]([C:7]1[CH:8]=[C:9]([CH:14]=[C:15]([C:17]#[CH:18])[CH:16]=1)[C:10]([OH:12])=[O:11])=[O:6])[CH2:20][CH3:21]. (4) The product is: [P:1]([O:18][C:19]1[CH:24]=[CH:23][CH:22]=[CH:21][CH:20]=1)([O:34][C:35]1[CH:40]=[CH:39][CH:38]=[CH:37][CH:36]=1)[O:2][C:3]1[CH:4]=[CH:5][CH:6]=[CH:7][CH:8]=1. Given the reactants [P:1]([O:34][C:35]1[CH:40]=[CH:39][CH:38]=[CH:37][C:36]=1CCCCCCCCC)([O:18][C:19]1[CH:24]=[CH:23][CH:22]=[CH:21][C:20]=1CCCCCCCCC)[O:2][C:3]1[CH:8]=[CH:7][CH:6]=[CH:5][C:4]=1CCCCCCCCC.P(OC1C=CC(C(C)(C)C)=CC=1C(C)(C)C)(OC1C=CC(C(C)(C)C)=CC=1C(C)(C)C)OC1C=CC(C(C)(C)C)=CC=1C(C)(C)C.P(OCC)(OC1C(C)=CC(C(C)(C)C)=CC=1C(C)(C)C)OC1C(C)=CC(C(C)(C)C)=CC=1C(C)(C)C, predict the reaction product. (5) Given the reactants [Na:1].C(C1([CH2:14][CH2:15][O:16][C:17]2[CH:22]=[CH:21][N:20]=[C:19]([CH2:23][S:24]([C:26]3[NH:30][C:29]4[CH:31]=[CH:32][CH:33]=[CH:34][C:28]=4[N:27]=3)=[O:25])[C:18]=2[CH3:35])OCC2(OCCO2)CO1)C.ClC1C=CC=C(C(OO)=O)C=1.OCC[CH:50]1[CH2:54][O:53][C:52]([CH3:56])([CH3:55])[O:51]1, predict the reaction product. The product is: [Na:1].[CH3:55][C:52]1([CH3:56])[O:53][CH:54]([CH2:14][CH2:15][O:16][C:17]2[CH:22]=[CH:21][N:20]=[C:19]([CH2:23][S:24]([C:26]3[NH:30][C:29]4[CH:31]=[CH:32][CH:33]=[CH:34][C:28]=4[N:27]=3)=[O:25])[C:18]=2[CH3:35])[CH2:50][O:51]1. (6) Given the reactants [Cl:1][C:2]1[CH:3]=[C:4]([CH:9]([N:23]2C(=O)C3C(=CC=CC=3)C2=O)[CH2:10][C@H:11]2[CH2:15][CH2:14][CH2:13][N:12]2[C:16]([O:18][C:19]([CH3:22])([CH3:21])[CH3:20])=[O:17])[CH:5]=[CH:6][C:7]=1[F:8].O.NN, predict the reaction product. The product is: [NH2:23][CH:9]([C:4]1[CH:5]=[CH:6][C:7]([F:8])=[C:2]([Cl:1])[CH:3]=1)[CH2:10][C@H:11]1[CH2:15][CH2:14][CH2:13][N:12]1[C:16]([O:18][C:19]([CH3:22])([CH3:21])[CH3:20])=[O:17]. (7) Given the reactants [CH3:1][C:2]1[CH:9]=[CH:8][CH:7]=[C:6]([CH3:10])[C:3]=1[CH2:4]O.S(Cl)([Cl:13])=O, predict the reaction product. The product is: [CH3:1][C:2]1[CH:9]=[CH:8][CH:7]=[C:6]([CH3:10])[C:3]=1[CH2:4][Cl:13]. (8) Given the reactants [Br:1][C:2]1[CH:7]=[CH:6][C:5]([OH:8])=[CH:4][C:3]=1[CH:9]=[O:10].[BH4-].[Na+], predict the reaction product. The product is: [Br:1][C:2]1[CH:7]=[CH:6][C:5]([OH:8])=[CH:4][C:3]=1[CH2:9][OH:10].